This data is from Reaction yield outcomes from USPTO patents with 853,638 reactions. The task is: Predict the reaction yield, written as a fraction of the theoretical maximum amount of product (1.0 means a 100% yield; for example, 0.34 means a 34% yield). (1) The yield is 0.300. The reactants are [Cl:1][C:2]1[CH:3]=[C:4]([NH:19][S:20]([C:23]2[CH:24]=[N:25][C:26]([Cl:29])=[CH:27][CH:28]=2)(=[O:22])=[O:21])[CH:5]=[CH:6][C:7]=1[S:8][C:9]1[CH:18]=[CH:17][C:16]2[C:11](=[CH:12][CH:13]=[CH:14][CH:15]=2)[CH:10]=1.ClC1C=C(C=CC=1)C(OO)=[O:35]. The catalyst is C(Cl)Cl.CCOC(C)=O. The product is [Cl:1][C:2]1[CH:3]=[C:4]([NH:19][S:20]([C:23]2[CH:24]=[N:25][C:26]([Cl:29])=[CH:27][CH:28]=2)(=[O:22])=[O:21])[CH:5]=[CH:6][C:7]=1[S:8]([C:9]1[CH:18]=[CH:17][C:16]2[C:11](=[CH:12][CH:13]=[CH:14][CH:15]=2)[CH:10]=1)=[O:35]. (2) The reactants are [F:1][C:2]1[CH:7]=[C:6]([F:8])[CH:5]=[CH:4][C:3]=1[N:9]1[C:13]([C:14]2[S:23][C:22]3[C:21]4[N:24]=[C:25]([NH:28]CC5C=CC(OC)=CC=5)[CH:26]=[CH:27][C:20]=4[O:19][CH2:18][CH2:17][C:16]=3[CH:15]=2)=[N:12][CH:11]=[N:10]1. The catalyst is C(O)(C(F)(F)F)=O. The product is [F:1][C:2]1[CH:7]=[C:6]([F:8])[CH:5]=[CH:4][C:3]=1[N:9]1[C:13]([C:14]2[S:23][C:22]3[C:21]4[N:24]=[C:25]([NH2:28])[CH:26]=[CH:27][C:20]=4[O:19][CH2:18][CH2:17][C:16]=3[CH:15]=2)=[N:12][CH:11]=[N:10]1. The yield is 0.870. (3) The reactants are C(Cl)CCl.[NH2:5][C:6]1[N:11]=[CH:10][C:9](/[CH:12]=[CH:13]/[C:14]([OH:16])=O)=[CH:8][CH:7]=1.[CH3:17][N:18]1[C:26]2[C:21](=[CH:22][CH:23]=[CH:24][CH:25]=2)[CH:20]=[C:19]1[CH2:27][NH:28][CH3:29].C1C=CC2N(O)N=NC=2C=1.O.C(N(CC)CC)C. The catalyst is CN(C=O)C. The product is [NH2:5][C:6]1[N:11]=[CH:10][C:9](/[CH:12]=[CH:13]/[C:14]([N:28]([CH3:29])[CH2:27][C:19]2[N:18]([CH3:17])[C:26]3[C:21]([CH:20]=2)=[CH:22][CH:23]=[CH:24][CH:25]=3)=[O:16])=[CH:8][CH:7]=1. The yield is 0.830. (4) The reactants are C([O:8][C:9]1[CH:10]=[C:11]2[C:15](=[CH:16][CH:17]=1)[NH:14][N:13]=[C:12]2[NH:18][C:19]1[S:20][CH:21]=[CH:22][N:23]=1)C1C=CC=CC=1. The catalyst is C(O)C.Cl. The product is [S:20]1[CH:21]=[CH:22][N:23]=[C:19]1[NH:18][C:12]1[C:11]2[C:15](=[CH:16][CH:17]=[C:9]([OH:8])[CH:10]=2)[NH:14][N:13]=1. The yield is 0.360. (5) The reactants are [C:1]([O:5][C:6](=[O:26])[C:7]([NH:18][C:19]([O:21][C:22]([CH3:25])([CH3:24])[CH3:23])=[O:20])([CH3:17])[CH2:8][O:9]CC1C=CC=CC=1)([CH3:4])([CH3:3])[CH3:2]. The catalyst is CO.[Pd]. The product is [C:1]([O:5][C:6](=[O:26])[C:7]([NH:18][C:19]([O:21][C:22]([CH3:25])([CH3:24])[CH3:23])=[O:20])([CH3:17])[CH2:8][OH:9])([CH3:4])([CH3:2])[CH3:3]. The yield is 1.00. (6) The reactants are [F:1][C:2]1[C:7]([C:8](=O)[C:9]([O:11][C:12]([CH3:15])([CH3:14])[CH3:13])=[O:10])=[CH:6][CH:5]=[CH:4][N:3]=1.O.[NH2:18][NH2:19].O. The catalyst is C(Cl)Cl.CC(C)[O-].[Ti+4].CC(C)[O-].CC(C)[O-].CC(C)[O-]. The product is [F:1][C:2]1[C:7]([C:8](=[N:18][NH2:19])[C:9]([O:11][C:12]([CH3:15])([CH3:14])[CH3:13])=[O:10])=[CH:6][CH:5]=[CH:4][N:3]=1. The yield is 0.700. (7) The catalyst is C(O)=O. The reactants are [Br:1][C:2]1[C:10]2[S:9](=[O:12])(=[O:11])[N:8](C(C)(C)C)[CH:7](O)[C:6]=2[CH:5]=[CH:4][CH:3]=1.[BH4-].[Na+]. The yield is 0.600. The product is [Br:1][C:2]1[C:10]2[S:9](=[O:12])(=[O:11])[NH:8][CH2:7][C:6]=2[CH:5]=[CH:4][CH:3]=1.